Dataset: hERG Central: cardiac toxicity at 1µM, 10µM, and general inhibition. Task: Predict hERG channel inhibition at various concentrations. (1) The drug is CCN(c1ccccc1)S(=O)(=O)c1ccc(Cl)c(NC(=O)CN2CCN(C)CC2)c1. Results: hERG_inhib (hERG inhibition (general)): blocker. (2) The compound is CC(CCc1ccc(O)cc1)NCc1ccc(Br)cc1. Results: hERG_inhib (hERG inhibition (general)): blocker. (3) The drug is Cc1cc(C(C)(C)C)cc(C)c1Cn1c2[n+](c3ccc(C(F)(F)F)cc31)CCCCC2.[Cl-]. Results: hERG_inhib (hERG inhibition (general)): blocker. (4) The compound is CCN1CCN(c2ccc(NC(=O)c3ccc(C#N)cc3F)cc2Cl)CC1. Results: hERG_inhib (hERG inhibition (general)): blocker. (5) The compound is Cn1c(CCN2CCCCC2)nc2cc(NS(=O)(=O)c3ccc(Cl)cc3)ccc21. Results: hERG_inhib (hERG inhibition (general)): blocker. (6) Results: hERG_inhib (hERG inhibition (general)): blocker. The compound is CC(C)c1ccc(CN2CCC(C(=O)NCc3cccnc3)CC2)cc1.O=C(O)C(=O)O. (7) The molecule is COC(=O)c1cc2c(=O)n3ccccc3nc2n(Cc2cccnc2)c1=N. Results: hERG_inhib (hERG inhibition (general)): blocker. (8) The drug is COc1ccc(Nc2nc(N)nc(CN3CCC(C)CC3)n2)cc1. Results: hERG_inhib (hERG inhibition (general)): blocker. (9) The compound is COc1ccc(OC)c(S(=O)(=O)Nc2c(NC3CCCCC3)c3ccccc3oc2=O)c1. Results: hERG_inhib (hERG inhibition (general)): blocker. (10) The compound is O=C(c1cc(F)ccc1F)C1CCCN(C(=O)c2ccc3nccnc3c2)C1. Results: hERG_inhib (hERG inhibition (general)): blocker.